This data is from Reaction yield outcomes from USPTO patents with 853,638 reactions. The task is: Predict the reaction yield, written as a fraction of the theoretical maximum amount of product (1.0 means a 100% yield; for example, 0.34 means a 34% yield). (1) The reactants are O1CCCC1.C([O:8][C:9](=O)[C:10]1[CH:15]=[CH:14][C:13]([CH2:16][CH2:17][CH:18]2[CH2:22][CH2:21][CH2:20][O:19]2)=[CH:12][C:11]=1CC)C.[H-].C([Al+]CC(C)C)C(C)C.C(C(C(C([O-])=O)O)O)([O-])=O.[Na+].[K+]. The catalyst is C(OCC)(=O)C. The product is [O:19]1[CH2:20][CH2:21][CH2:22][CH:18]1[CH2:17][CH2:16][C:13]1[CH:12]=[CH:11][C:10]([CH2:9][OH:8])=[CH:15][CH:14]=1. The yield is 0.310. (2) The reactants are [N:1]1[C:10]2[C:5](=[N:6][CH:7]=[CH:8][CH:9]=2)[CH:4]=[CH:3][C:2]=1[NH2:11].[C:12]1([CH3:25])[CH:17]=[C:16]([CH3:18])[CH:15]=[C:14]([CH3:19])[C:13]=1[S:20]([O:23][NH2:24])(=[O:22])=[O:21]. The catalyst is C(Cl)Cl. The product is [NH2:24][N:1]1[C:10]2[C:5](=[N:6][CH:7]=[CH:8][CH:9]=2)[CH:4]=[CH:3][C:2]1=[NH2+:11].[CH3:19][C:14]1[CH:15]=[C:16]([CH3:18])[CH:17]=[C:12]([CH3:25])[C:13]=1[S:20]([O-:23])(=[O:22])=[O:21]. The yield is 0.850.